This data is from Forward reaction prediction with 1.9M reactions from USPTO patents (1976-2016). The task is: Predict the product of the given reaction. Given the reactants [N+:1]([C:4]1[C:5]([C:14]#[N:15])=[N:6][CH:7]=[C:8]([C:10]([F:13])([F:12])[F:11])[CH:9]=1)([O-])=O.CC[O:18]C(C)=O, predict the reaction product. The product is: [NH2:1][C:4]1[C:5]([C:14]([NH2:15])=[O:18])=[N:6][CH:7]=[C:8]([C:10]([F:13])([F:12])[F:11])[CH:9]=1.